This data is from NCI-60 drug combinations with 297,098 pairs across 59 cell lines. The task is: Regression. Given two drug SMILES strings and cell line genomic features, predict the synergy score measuring deviation from expected non-interaction effect. (1) Drug 1: C#CCC(CC1=CN=C2C(=N1)C(=NC(=N2)N)N)C3=CC=C(C=C3)C(=O)NC(CCC(=O)O)C(=O)O. Drug 2: C1=NC2=C(N1)C(=S)N=CN2. Cell line: SN12C. Synergy scores: CSS=51.8, Synergy_ZIP=9.38, Synergy_Bliss=12.3, Synergy_Loewe=0.163, Synergy_HSA=0.170. (2) Drug 1: CC1=C(C(CCC1)(C)C)C=CC(=CC=CC(=CC(=O)O)C)C. Drug 2: C1CC(=O)NC(=O)C1N2C(=O)C3=CC=CC=C3C2=O. Cell line: HCT-15. Synergy scores: CSS=3.35, Synergy_ZIP=-2.90, Synergy_Bliss=-5.73, Synergy_Loewe=-3.37, Synergy_HSA=-3.83. (3) Drug 1: CCCCCOC(=O)NC1=NC(=O)N(C=C1F)C2C(C(C(O2)C)O)O. Drug 2: CC(C)NC(=O)C1=CC=C(C=C1)CNNC.Cl. Cell line: HL-60(TB). Synergy scores: CSS=-5.40, Synergy_ZIP=3.45, Synergy_Bliss=-1.57, Synergy_Loewe=-11.8, Synergy_HSA=-11.1.